This data is from Catalyst prediction with 721,799 reactions and 888 catalyst types from USPTO. The task is: Predict which catalyst facilitates the given reaction. (1) Reactant: [CH3:1][C:2]1[CH:15]=[C:14]([N+:16]([O-:18])=[O:17])[CH:13]=[CH:12][C:3]=1[O:4][C:5]1[CH:6]=[C:7]([OH:11])[CH:8]=[CH:9][CH:10]=1.[F:19][C:20]([F:24])([F:23])[CH2:21]I.C(=O)([O-])[O-].[K+].[K+]. Product: [CH3:1][C:2]1[CH:15]=[C:14]([N+:16]([O-:18])=[O:17])[CH:13]=[CH:12][C:3]=1[O:4][C:5]1[CH:10]=[CH:9][CH:8]=[C:7]([O:11][CH2:21][C:20]([F:24])([F:23])[F:19])[CH:6]=1. The catalyst class is: 9. (2) Reactant: C1(P(C2C=CC=CC=2)C2C=CC=CC=2)C=CC=CC=1.[C:20]([C:22]1[CH:23]=[CH:24][C:25]([NH:42][C@@H:43]([CH3:46])[CH2:44]O)=[C:26]([CH:41]=1)[C:27]([NH:29][CH2:30][C:31]1[CH:36]=[CH:35][C:34]([O:37][CH3:38])=[C:33]([O:39][CH3:40])[CH:32]=1)=[O:28])#[N:21].C(Br)(Br)(Br)[Br:48]. Product: [Br:48][CH2:44][C@@H:43]([NH:42][C:25]1[CH:24]=[CH:23][C:22]([C:20]#[N:21])=[CH:41][C:26]=1[C:27]([NH:29][CH2:30][C:31]1[CH:36]=[CH:35][C:34]([O:37][CH3:38])=[C:33]([O:39][CH3:40])[CH:32]=1)=[O:28])[CH3:46]. The catalyst class is: 4. (3) Reactant: [Cl-].[CH2:2]([N+:12]([CH2:15][CH2:16][CH2:17][CH2:18][CH2:19][CH2:20][CH2:21][CH2:22][CH2:23][CH3:24])([CH3:14])[CH3:13])[CH2:3][CH2:4][CH2:5][CH2:6][CH2:7][CH2:8][CH2:9][CH2:10][CH3:11].[C:25]1([CH3:35])[CH:30]=[CH:29][C:28]([S:31]([OH:34])(=[O:33])=[O:32])=[CH:27][CH:26]=1.[OH-].[Na+]. Product: [C:25]1([CH3:35])[CH:26]=[CH:27][C:28]([S:31]([O-:34])(=[O:32])=[O:33])=[CH:29][CH:30]=1.[CH2:15]([N+:12]([CH2:2][CH2:3][CH2:4][CH2:5][CH2:6][CH2:7][CH2:8][CH2:9][CH2:10][CH3:11])([CH3:14])[CH3:13])[CH2:16][CH2:17][CH2:18][CH2:19][CH2:20][CH2:21][CH2:22][CH2:23][CH3:24]. The catalyst class is: 6. (4) Reactant: [O:1]1[CH2:6][CH2:5][N:4]([CH2:7][C:8]2[CH:12]=[CH:11][N:10]([C:13]3[N:34]=[CH:33][CH:32]=[CH:31][C:14]=3[C:15]([NH:17][CH:18]([CH:26]([OH:30])[C:27]([NH2:29])=[O:28])[CH2:19][C:20]3[CH:25]=[CH:24][CH:23]=[CH:22][CH:21]=3)=[O:16])[N:9]=2)[C:3]2[CH:35]=[CH:36][CH:37]=[CH:38][C:2]1=2.IC1C=CC=CC=1C(O)=O. Product: [O:1]1[CH2:6][CH2:5][N:4]([CH2:7][C:8]2[CH:12]=[CH:11][N:10]([C:13]3[N:34]=[CH:33][CH:32]=[CH:31][C:14]=3[C:15]([NH:17][CH:18]([C:26](=[O:30])[C:27]([NH2:29])=[O:28])[CH2:19][C:20]3[CH:25]=[CH:24][CH:23]=[CH:22][CH:21]=3)=[O:16])[N:9]=2)[C:3]2[CH:35]=[CH:36][CH:37]=[CH:38][C:2]1=2. The catalyst class is: 16. (5) Reactant: [OH:1][C:2]1[CH:7]=[C:6]([CH3:8])[C:5]([C:9]2[CH:14]=[CH:13][CH:12]=[C:11]([CH2:15][O:16][C:17]3[CH:22]=[CH:21][C:20]([C:23]4([CH2:27][C:28]([O:30][CH2:31][CH3:32])=[O:29])[CH2:26][O:25][CH2:24]4)=[CH:19][CH:18]=3)[CH:10]=2)=[C:4]([CH3:33])[CH:3]=1.CC1C=CC(S(O[CH2:45][C:46]2([CH3:50])[CH2:49][O:48][CH2:47]2)(=O)=O)=CC=1.C(=O)([O-])[O-].[Cs+].[Cs+]. Product: [CH3:8][C:6]1[CH:7]=[C:2]([O:1][CH2:45][C:46]2([CH3:50])[CH2:49][O:48][CH2:47]2)[CH:3]=[C:4]([CH3:33])[C:5]=1[C:9]1[CH:14]=[CH:13][CH:12]=[C:11]([CH2:15][O:16][C:17]2[CH:22]=[CH:21][C:20]([C:23]3([CH2:27][C:28]([O:30][CH2:31][CH3:32])=[O:29])[CH2:24][O:25][CH2:26]3)=[CH:19][CH:18]=2)[CH:10]=1. The catalyst class is: 3. (6) Reactant: Cl[C:2]1[CH:11]=[N:10][C:9]2[C:8]([C:12]([O:14][CH3:15])=[O:13])=[C:7]([O:16][CH3:17])[C:6]([C:18]3[CH:23]=[CH:22][CH:21]=[CH:20][N:19]=3)=[CH:5][C:4]=2[N:3]=1.[C:24]1(B(O)O)[CH:29]=[CH:28][CH:27]=[CH:26][CH:25]=1.C(=O)([O-])[O-].[K+].[K+]. Product: [CH3:17][O:16][C:7]1[C:6]([C:18]2[CH:23]=[CH:22][CH:21]=[CH:20][N:19]=2)=[CH:5][C:4]2[N:3]=[C:2]([C:24]3[CH:29]=[CH:28][CH:27]=[CH:26][CH:25]=3)[CH:11]=[N:10][C:9]=2[C:8]=1[C:12]([O:14][CH3:15])=[O:13]. The catalyst class is: 70.